This data is from Forward reaction prediction with 1.9M reactions from USPTO patents (1976-2016). The task is: Predict the product of the given reaction. (1) The product is: [Br:31][C:32]1[S:36][C:35]2=[N:37][C:38]([C:40]([NH:54][CH2:53][C:50]3[CH:51]=[CH:52][C:47]([C:43]([CH3:46])([CH3:45])[CH3:44])=[CH:48][CH:49]=3)=[O:42])=[CH:39][N:34]2[CH:33]=1. Given the reactants OC1C2N=NNC=2C=CC=1.C(N(CC)C(C)C)(C)C.C(N=C=NCCCN(C)C)C.[Br:31][C:32]1[S:36][C:35]2=[N:37][C:38]([C:40]([OH:42])=O)=[CH:39][N:34]2[CH:33]=1.[C:43]([C:47]1[CH:52]=[CH:51][C:50]([CH2:53][NH2:54])=[CH:49][CH:48]=1)([CH3:46])([CH3:45])[CH3:44], predict the reaction product. (2) Given the reactants [CH2:1]([O:5][C:6]1[CH:11]=[CH:10][C:9]([S:12]([N:15]([CH2:24][C:25]#[CH:26])[CH:16]([CH:21]([CH3:23])[CH3:22])[C:17]([O:19][CH3:20])=[O:18])(=[O:14])=[O:13])=[CH:8][CH:7]=1)[C:2]#[C:3][CH3:4].C=O.[C:29](O)(=O)[CH3:30].[CH2:33]([NH:35][CH2:36]C)[CH3:34], predict the reaction product. The product is: [CH2:1]([O:5][C:6]1[CH:7]=[CH:8][C:9]([S:12]([N:15]([CH2:24][C:25]#[C:26][CH2:36][N:35]([CH2:29][CH3:30])[CH2:33][CH3:34])[CH:16]([CH:21]([CH3:23])[CH3:22])[C:17]([O:19][CH3:20])=[O:18])(=[O:14])=[O:13])=[CH:10][CH:11]=1)[C:2]#[C:3][CH3:4]. (3) The product is: [CH2:11]([C@H:14]([CH2:15][CH2:16][CH2:17][CH3:18])[C:19]([NH:27][C@@H:26]([CH2:28][CH2:29][C:30]1[CH:35]=[CH:34][CH:33]=[CH:32][CH:31]=1)[C:25]([O:24][CH2:22][CH3:23])=[O:36])=[O:44])[CH:12]=[CH2:13]. Given the reactants C(N1[C@H:12]([CH3:13])[C@H:11]([C:14]2[CH:19]=[CH:18][CH:17]=[CH:16][CH:15]=2)OC1=O)(=O)CCCCC.Cl.[CH2:22]([O:24][C:25](=[O:36])[C@H:26]([CH2:28][CH2:29][C:30]1[CH:35]=[CH:34][CH:33]=[CH:32][CH:31]=1)[NH2:27])[CH3:23].CN(C([O:44]N1N=NC2C=CC=NC1=2)=[N+](C)C)C.F[P-](F)(F)(F)(F)F.CN1CCOCC1, predict the reaction product.